This data is from Catalyst prediction with 721,799 reactions and 888 catalyst types from USPTO. The task is: Predict which catalyst facilitates the given reaction. (1) Reactant: [Cl:1][C:2]1[CH:7]=[C:6]([O:8][CH2:9][CH2:10][C@@H:11]2[CH2:13][C@@H:12]2[CH:14]2[CH2:19][CH2:18][N:17]([C:20]3[N:25]=[CH:24][C:23]([CH2:26][O:27][CH3:28])=[CH:22][N:21]=3)[CH2:16][CH2:15]2)[CH:5]=[CH:4][C:3]=1[CH2:29][C:30]([O:32]C(C)(C)C)=[O:31].C(O)(C(F)(F)F)=O. Product: [Cl:1][C:2]1[CH:7]=[C:6]([O:8][CH2:9][CH2:10][C@@H:11]2[CH2:13][C@@H:12]2[CH:14]2[CH2:19][CH2:18][N:17]([C:20]3[N:21]=[CH:22][C:23]([CH2:26][O:27][CH3:28])=[CH:24][N:25]=3)[CH2:16][CH2:15]2)[CH:5]=[CH:4][C:3]=1[CH2:29][C:30]([OH:32])=[O:31]. The catalyst class is: 2. (2) Reactant: [NH2:1][C:2]1[C:3]([Cl:12])=[N:4][C:5]([C:8]([F:11])([F:10])[F:9])=[CH:6][CH:7]=1.C(Cl)(Cl)Cl.[C:17](Cl)(=[O:22])[C:18]([CH3:21])([CH3:20])[CH3:19].C(N(CC)CC)C. Product: [Cl:12][C:3]1[C:2]([NH:1][C:17](=[O:22])[C:18]([CH3:21])([CH3:20])[CH3:19])=[CH:7][CH:6]=[C:5]([C:8]([F:9])([F:11])[F:10])[N:4]=1. The catalyst class is: 6. (3) Reactant: C([O:7][CH2:8][C@@H:9]([O:29][C:30]([CH3:33])([CH3:32])[CH3:31])[C:10]1[C:11]([C:22]2[CH:27]=[CH:26][C:25]([Cl:28])=[CH:24][CH:23]=2)=[C:12]2[C:17](=[CH:18][C:19]=1[Cl:20])[N:16]=[C:15]([CH3:21])[CH:14]=[CH:13]2)(=O)C(C)(C)C.[OH-].[Na+]. Product: [C:30]([O:29][C@@H:9]([C:10]1[C:11]([C:22]2[CH:23]=[CH:24][C:25]([Cl:28])=[CH:26][CH:27]=2)=[C:12]2[C:17](=[CH:18][C:19]=1[Cl:20])[N:16]=[C:15]([CH3:21])[CH:14]=[CH:13]2)[CH2:8][OH:7])([CH3:33])([CH3:31])[CH3:32]. The catalyst class is: 87. (4) Reactant: FC(F)(F)C(O)=O.[CH2:8]([N:11]([S:20]([CH2:23][C:24]1[CH:29]=[CH:28][CH:27]=[CH:26][CH:25]=1)(=[O:22])=[O:21])[C:12]([CH:14]1[CH2:19][CH2:18][NH:17][CH2:16][CH2:15]1)=[O:13])[CH:9]=[CH2:10].[C:30]([CH2:32][C:33](=[NH:37])OCC)#[N:31].CCN(C(C)C)C(C)C. Product: [CH2:8]([N:11]([S:20]([CH2:23][C:24]1[CH:25]=[CH:26][CH:27]=[CH:28][CH:29]=1)(=[O:22])=[O:21])[C:12]([CH:14]1[CH2:15][CH2:16][N:17]([C:33](=[NH:37])[CH2:32][C:30]#[N:31])[CH2:18][CH2:19]1)=[O:13])[CH:9]=[CH2:10]. The catalyst class is: 14. (5) Reactant: [NH2:1][C:2]1[C:3]([F:19])=[C:4]([C:15]([Cl:18])=[CH:16][CH:17]=1)[C:5]([O:7][CH2:8][C:9]1[CH:14]=[CH:13][CH:12]=[CH:11][CH:10]=1)=[O:6].[CH3:20][O:21][C:22]1[CH:35]=[CH:34][C:25]([O:26][CH2:27][CH2:28][CH2:29][S:30](Cl)(=[O:32])=[O:31])=[CH:24][CH:23]=1.C(N([CH:42]([CH3:44])[CH3:43])C(C)C)C. Product: [Cl:18][C:15]1[C:4]([C:5]([O:7][CH2:8][C:9]2[CH:14]=[CH:13][CH:12]=[CH:11][CH:10]=2)=[O:6])=[C:3]([F:19])[C:2]([N:1]([S:30]([CH2:29][CH2:28][CH2:27][O:26][C:43]2[CH:42]=[CH:44][C:22]([O:21][CH3:20])=[CH:23][CH:24]=2)(=[O:32])=[O:31])[S:30]([CH2:29][CH2:28][CH2:27][O:26][C:25]2[CH:34]=[CH:35][C:22]([O:21][CH3:20])=[CH:23][CH:24]=2)(=[O:32])=[O:31])=[CH:17][CH:16]=1. The catalyst class is: 2.